This data is from Tox21: 12 toxicity assays (nuclear receptors and stress response pathways). The task is: Binary classification across 12 toxicity assays. (1) The molecule is COc1cccc(N(C)C(=S)Oc2ccc3c(c2)CCCC3)n1. It tested positive (active) for: NR-AR (Androgen Receptor agonist activity), and SR-ARE (Antioxidant Response Element (oxidative stress)). (2) The molecule is CC(Cc1ccc(O)c(O)c1)C(C)Cc1ccc(O)c(O)c1. It tested positive (active) for: NR-ER-LBD (Estrogen Receptor Ligand Binding Domain agonist), SR-HSE (Heat Shock Element response), and SR-MMP (Mitochondrial Membrane Potential disruption). (3) The molecule is CCC(N)Cc1c[nH]c2ccccc12. It tested positive (active) for: NR-AhR (Aryl hydrocarbon Receptor agonist activity). (4) It tested positive (active) for: NR-AhR (Aryl hydrocarbon Receptor agonist activity). The drug is NNC(=O)c1cccc(C(=O)NN)c1.